Dataset: Full USPTO retrosynthesis dataset with 1.9M reactions from patents (1976-2016). Task: Predict the reactants needed to synthesize the given product. Given the product [CH3:18][C:19]1[N:20]=[C:21]([N:27]2[CH2:31][CH2:30][N:29]([CH2:32][CH2:33][CH2:34][C:35]([F:36])([F:37])[F:38])[C:28]2=[O:39])[S:22][C:23]=1[C:24]([NH:17][CH2:16][C:14]1[CH:13]=[N:12][N:11]([CH3:10])[CH:15]=1)=[O:25], predict the reactants needed to synthesize it. The reactants are: FC1C=C(CN)C=NC=1.[CH3:10][N:11]1[CH:15]=[C:14]([CH2:16][NH2:17])[CH:13]=[N:12]1.[CH3:18][C:19]1[N:20]=[C:21]([N:27]2[CH2:31][CH2:30][N:29]([CH2:32][CH2:33][CH2:34][C:35]([F:38])([F:37])[F:36])[C:28]2=[O:39])[S:22][C:23]=1[C:24](O)=[O:25].